The task is: Predict the reactants needed to synthesize the given product.. This data is from Full USPTO retrosynthesis dataset with 1.9M reactions from patents (1976-2016). (1) Given the product [CH2:1]([N:8]1[C:18]2=[CH:19][C:20]3[C:21]([CH2:23][CH:24]=[CH:25][CH:26]=3)=[C:22]3[CH:11]([OH:27])[CH:12]=[CH:13][CH:14]=[C:15]3[CH:16]=[C:17]2[N:10]=[N:9]1)[C:2]1[CH:7]=[CH:6][CH:5]=[CH:4][CH:3]=1, predict the reactants needed to synthesize it. The reactants are: [CH2:1]([N:8]=[N+:9]=[N-:10])[C:2]1[CH:7]=[CH:6][CH:5]=[CH:4][CH:3]=1.[C:11]1([OH:27])[C:22]2[C:21]3[CH:23]=[CH:24][CH:25]=[CH:26][C:20]=3[CH2:19][CH2:18][C:17]#[C:16][C:15]=2[CH:14]=[CH:13][CH:12]=1. (2) Given the product [F:31][C:2]([F:1])([F:32])[C:3]1[CH:4]=[C:5]([CH:28]=[CH:29][CH:30]=1)[O:6][CH2:7][C:8]1[S:9][C:10]2[C:16]([C:17]3[CH:18]=[C:19]([CH:25]=[CH:26][CH:27]=3)[C:20]([OH:22])=[O:21])=[CH:15][CH:14]=[CH:13][C:11]=2[CH:12]=1.[OH:66][CH2:65][CH2:64][NH:63][C:52](=[O:54])[C:51]1[CH:55]=[CH:56][CH:57]=[C:49]([C:48]2[C:42]3[S:41][C:40]([CH2:39][O:38][C:37]4[CH:58]=[CH:59][CH:60]=[C:35]([C:34]([F:62])([F:33])[F:61])[CH:36]=4)=[CH:44][C:43]=3[CH:45]=[CH:46][CH:47]=2)[CH:50]=1, predict the reactants needed to synthesize it. The reactants are: [F:1][C:2]([F:32])([F:31])[C:3]1[CH:4]=[C:5]([CH:28]=[CH:29][CH:30]=1)[O:6][CH2:7][C:8]1[S:9][C:10]2[C:16]([C:17]3[CH:18]=[C:19]([CH:25]=[CH:26][CH:27]=3)[C:20]([O:22]CC)=[O:21])=[CH:15][CH:14]=[CH:13][C:11]=2[CH:12]=1.[F:33][C:34]([F:62])([F:61])[C:35]1[CH:36]=[C:37]([CH:58]=[CH:59][CH:60]=1)[O:38][CH2:39][C:40]1[S:41][C:42]2[C:48]([C:49]3[CH:50]=[C:51]([CH:55]=[CH:56][CH:57]=3)[C:52]([OH:54])=O)=[CH:47][CH:46]=[CH:45][C:43]=2[CH:44]=1.[NH2:63][CH2:64][CH2:65][OH:66]. (3) Given the product [CH3:1][N:14]1[C:15]2[C:11](=[C:10]([CH3:9])[CH:18]=[CH:17][CH:16]=2)[CH:12]=[CH:13]1, predict the reactants needed to synthesize it. The reactants are: [CH3:1]I.C(=O)([O-])[O-].[Cs+].[Cs+].[CH3:9][C:10]1[CH:18]=[CH:17][CH:16]=[C:15]2[C:11]=1[CH:12]=[CH:13][NH:14]2. (4) Given the product [C:32]([O:35][C:36]1[CH:44]=[CH:43][C:39]([C:40]([N:30]([CH2:29][C@H:9]([C:4]2[CH:5]=[CH:6][C:7]([Cl:8])=[C:2]([Cl:1])[CH:3]=2)[CH2:10][CH2:11][N:12]2[CH2:13][CH2:14][C:15]([C:24]([N:26]([CH3:28])[CH3:27])=[O:25])([N:18]3[CH2:19][CH2:20][CH2:21][CH2:22][CH2:23]3)[CH2:16][CH2:17]2)[CH3:31])=[O:41])=[CH:38][CH:37]=1)(=[O:34])[CH3:33], predict the reactants needed to synthesize it. The reactants are: [Cl:1][C:2]1[CH:3]=[C:4]([C@@H:9]([CH2:29][NH:30][CH3:31])[CH2:10][CH2:11][N:12]2[CH2:17][CH2:16][C:15]([C:24]([N:26]([CH3:28])[CH3:27])=[O:25])([N:18]3[CH2:23][CH2:22][CH2:21][CH2:20][CH2:19]3)[CH2:14][CH2:13]2)[CH:5]=[CH:6][C:7]=1[Cl:8].[C:32]([O:35][C:36]1[CH:44]=[CH:43][C:39]([C:40](Cl)=[O:41])=[CH:38][CH:37]=1)(=[O:34])[CH3:33]. (5) Given the product [Cl:23][C:20]1[CH:21]=[CH:22][C:13]([CH2:12][O:8][C:6]2[CH:5]=[N:4][CH:3]=[C:2]([F:1])[CH:7]=2)=[C:14]([CH:19]=1)[C:15]([O:17][CH3:18])=[O:16], predict the reactants needed to synthesize it. The reactants are: [F:1][C:2]1[CH:3]=[N:4][CH:5]=[C:6]([OH:8])[CH:7]=1.[H-].[Na+].Br[CH2:12][C:13]1[CH:22]=[CH:21][C:20]([Cl:23])=[CH:19][C:14]=1[C:15]([O:17][CH3:18])=[O:16]. (6) Given the product [Cl:8][C:6]1[N:7]=[C:2]([NH:27][C:23]2[C:24]([CH3:26])=[N:25][C:20]([O:19][CH:18]([F:17])[F:29])=[C:21]([CH3:28])[CH:22]=2)[C:3](=[O:16])[N:4]([CH2:9][C@H:13]([CH:15]2[CH2:14][CH2:30]2)[O:43][CH3:42])[CH:5]=1, predict the reactants needed to synthesize it. The reactants are: Cl[C:2]1[C:3](=[O:16])[N:4]([C@@H:9]([CH:13]2[CH2:15][CH2:14]2)COC)[CH:5]=[C:6]([Cl:8])[N:7]=1.[F:17][CH:18]([F:29])[O:19][C:20]1[N:25]=[C:24]([CH3:26])[C:23]([NH2:27])=[CH:22][C:21]=1[CH3:28].[CH3:30][Si]([N-][Si](C)(C)C)(C)C.[Na+].C1C[O:43][CH2:42]C1. (7) Given the product [I:15][C:13]1[N:12]=[C:11]([CH2:16][CH2:17][CH3:18])[N:10]([CH2:9][CH2:8][NH2:7])[CH:14]=1.[ClH:20], predict the reactants needed to synthesize it. The reactants are: C(OC(=O)[NH:7][CH2:8][CH2:9][N:10]1[CH:14]=[C:13]([I:15])[N:12]=[C:11]1[CH2:16][CH2:17][CH3:18])(C)(C)C.[ClH:20].O1CCOCC1. (8) Given the product [CH2:24]([N:21]1[CH2:22][CH2:23][N:18]([CH2:17][C:14]2[CH:15]=[CH:16][C:11]([CH2:10][OH:9])=[CH:12][CH:13]=2)[CH2:19][CH2:20]1)[CH3:25], predict the reactants needed to synthesize it. The reactants are: [H-].[H-].[H-].[H-].[Li+].[Al+3].C([O:9][C:10](=O)[C:11]1[CH:16]=[CH:15][C:14]([CH2:17][N:18]2[CH2:23][CH2:22][N:21]([CH2:24][CH3:25])[CH2:20][CH2:19]2)=[CH:13][CH:12]=1)C.[OH-].[Na+].O. (9) The reactants are: [OH-:1].[K+].C(OC1C=CC(N[C:14]([N:16]2[CH2:21][CH2:20][CH:19]([C:22]3[C:31]4[C:26](=[CH:27][C:28](Cl)=[CH:29][CH:30]=4)[N:25]=[CH:24][N:23]=3)[CH2:18][CH2:17]2)=[O:15])=CC=1)(C)C.[CH3:33][OH:34]. Given the product [C:19]([O:1][C:14]([N:16]1[CH2:17][CH2:18][CH:19]([C:22]2[C:31]3[C:26](=[CH:27][C:28]([O:34][CH3:33])=[CH:29][CH:30]=3)[N:25]=[CH:24][N:23]=2)[CH2:20][CH2:21]1)=[O:15])([CH3:22])([CH3:20])[CH3:18], predict the reactants needed to synthesize it. (10) Given the product [CH2:21]([O:1][C:2]1[C:10]2[CH:9]=[C:8]([C:11]3[N:12]([CH3:16])[CH:13]=[CH:14][N:15]=3)[O:7][C:6]=2[CH:5]=[CH:4][CH:3]=1)[C@H:22]1[O:24][CH2:23]1, predict the reactants needed to synthesize it. The reactants are: [OH:1][C:2]1[C:10]2[CH:9]=[C:8]([C:11]3[N:12]([CH3:16])[CH:13]=[CH:14][N:15]=3)[O:7][C:6]=2[CH:5]=[CH:4][CH:3]=1.S(C1C=CC([N+]([O-])=O)=CC=1)(O[CH2:21][C@H:22]1[O:24][CH2:23]1)(=O)=O.C(=O)([O-])[O-].[K+].[K+].